This data is from Retrosynthesis with 50K atom-mapped reactions and 10 reaction types from USPTO. The task is: Predict the reactants needed to synthesize the given product. Given the product CNc1nc(Nc2ccc(C(=O)OC)cc2OC(F)F)ncc1Cl, predict the reactants needed to synthesize it. The reactants are: CNc1nc(Cl)ncc1Cl.COC(=O)c1ccc(N)c(OC(F)F)c1.